Dataset: Full USPTO retrosynthesis dataset with 1.9M reactions from patents (1976-2016). Task: Predict the reactants needed to synthesize the given product. Given the product [Cl:1][C:2]1[C:7]([O:8][CH2:9][CH:10]([CH3:11])[CH3:12])=[N:6][CH:5]=[C:4]([B:29]2[O:30][C:31]([CH3:33])([CH3:32])[C:27]([CH3:43])([CH3:26])[O:28]2)[CH:3]=1, predict the reactants needed to synthesize it. The reactants are: [Cl:1][C:2]1[CH:3]=[C:4](N2C3C(=CC(C#N)=C(F)C=3)C(C)=N2)[CH:5]=[N:6][C:7]=1[O:8][CH2:9][CH:10]([CH3:12])[CH3:11].[CH3:26][C:27]1([CH3:43])[C:31]([CH3:33])([CH3:32])[O:30][B:29]([B:29]2[O:30][C:31]([CH3:33])([CH3:32])[C:27]([CH3:43])([CH3:26])[O:28]2)[O:28]1.CC([O-])=O.[K+].